This data is from Catalyst prediction with 721,799 reactions and 888 catalyst types from USPTO. The task is: Predict which catalyst facilitates the given reaction. (1) Reactant: [O:1]1[C:5]2[CH:6]=[CH:7][C:8]([NH:10][C:11]3[N:16]=[C:15](Cl)[N:14]=[C:13]4[N:18]([CH3:21])[N:19]=[CH:20][C:12]=34)=[CH:9][C:4]=2[O:3][CH2:2]1.[NH:22]1[C:30]2[C:25](=[CH:26][CH:27]=[CH:28][CH:29]=2)[C:24](B2OC(C)(C)C(C)(C)O2)=[N:23]1. Product: [O:1]1[C:5]2[CH:6]=[CH:7][C:8]([NH:10][C:11]3[N:16]=[C:15]([C:26]4[CH:27]=[CH:28][CH:29]=[C:30]5[C:25]=4[CH:24]=[N:23][NH:22]5)[N:14]=[C:13]4[N:18]([CH3:21])[N:19]=[CH:20][C:12]=34)=[CH:9][C:4]=2[O:3][CH2:2]1. The catalyst class is: 6. (2) Reactant: [C:1]([C:3]1[CH:8]=[CH:7][CH:6]=[CH:5][C:4]=1[C:9]1[CH:14]=[C:13]([CH:15]2[CH2:17][CH2:16]2)[C:12]([O:18][CH2:19][CH2:20][CH3:21])=[C:11]([NH:22][C:23]([NH:25][C:26]2[CH:31]=[CH:30][C:29]([CH:32]3[CH2:34][CH2:33]3)=[CH:28][CH:27]=2)=[O:24])[CH:10]=1)#[N:2].[N:35]([Sn](CCCC)(CCCC)CCCC)=[N+:36]=[N-:37]. Product: [CH:15]1([C:13]2[C:12]([O:18][CH2:19][CH2:20][CH3:21])=[C:11]([NH:22][C:23]([NH:25][C:26]3[CH:31]=[CH:30][C:29]([CH:32]4[CH2:33][CH2:34]4)=[CH:28][CH:27]=3)=[O:24])[CH:10]=[C:9]([C:4]3[CH:5]=[CH:6][CH:7]=[CH:8][C:3]=3[C:1]3[NH:37][N:36]=[N:35][N:2]=3)[CH:14]=2)[CH2:16][CH2:17]1. The catalyst class is: 11. (3) Reactant: IC.[C:3]([O-])([O-])=O.[K+].[K+].[CH2:9]([O:16][C:17]([NH:19][CH2:20][CH2:21][CH2:22][CH2:23][C@H:24]([NH:28][C:29]([O:31][C:32]([CH3:35])([CH3:34])[CH3:33])=[O:30])[C:25]([OH:27])=[O:26])=[O:18])[C:10]1[CH:15]=[CH:14][CH:13]=[CH:12][CH:11]=1. Product: [CH2:9]([O:16][C:17]([NH:19][CH2:20][CH2:21][CH2:22][CH2:23][C@H:24]([NH:28][C:29]([O:31][C:32]([CH3:35])([CH3:34])[CH3:33])=[O:30])[C:25]([O:27][CH3:3])=[O:26])=[O:18])[C:10]1[CH:11]=[CH:12][CH:13]=[CH:14][CH:15]=1. The catalyst class is: 3. (4) Reactant: [CH3:1][C:2]([CH3:36])([CH3:35])[CH:3]([C:20]1[CH:34]=[CH:33][C:23]([C:24]([NH:26][CH2:27][CH2:28][C:29]([O:31]C)=[O:30])=[O:25])=[CH:22][CH:21]=1)[NH:4][C:5]1[CH:6]=[N:7][C:8]([N:11]2[CH:15]=[C:14]([C:16]([F:19])([F:18])[F:17])[CH:13]=[N:12]2)=[CH:9][CH:10]=1.C1COCC1.[OH-].[Na+]. Product: [CH3:1][C:2]([CH3:36])([CH3:35])[CH:3]([C:20]1[CH:34]=[CH:33][C:23]([C:24]([NH:26][CH2:27][CH2:28][C:29]([OH:31])=[O:30])=[O:25])=[CH:22][CH:21]=1)[NH:4][C:5]1[CH:6]=[N:7][C:8]([N:11]2[CH:15]=[C:14]([C:16]([F:17])([F:18])[F:19])[CH:13]=[N:12]2)=[CH:9][CH:10]=1. The catalyst class is: 5. (5) Reactant: [OH:1][C:2]1[CH:3]=[C:4]2[C:9](=[CH:10][CH:11]=1)[NH:8][C:7](=[O:12])[CH2:6][CH2:5]2.C([O-])([O-])=O.[K+].[K+].[CH:19]1[CH:24]=[CH:23][C:22]([CH2:25]Br)=[CH:21][CH:20]=1. Product: [CH2:25]([O:1][C:2]1[CH:3]=[C:4]2[C:9](=[CH:10][CH:11]=1)[NH:8][C:7](=[O:12])[CH2:6][CH2:5]2)[C:22]1[CH:23]=[CH:24][CH:19]=[CH:20][CH:21]=1. The catalyst class is: 3. (6) Reactant: [F:1][C:2]1[CH:10]=[C:9]2[C:5](/[C:6](=[C:12]3\[O:13][C:14]([CH3:25])([CH3:24])[C:15]([C:17]4[CH:18]=[N:19][C:20](F)=[CH:21][CH:22]=4)=[CH:16]\3)/[C:7](=[O:11])[NH:8]2)=[CH:4][CH:3]=1.[OH:26][CH:27]1[CH2:32][CH2:31][NH:30][CH2:29][CH2:28]1.O. The catalyst class is: 16. Product: [F:1][C:2]1[CH:10]=[C:9]2[C:5](/[C:6](=[C:12]3\[O:13][C:14]([CH3:25])([CH3:24])[C:15]([C:17]4[CH:18]=[N:19][C:20]([N:30]5[CH2:31][CH2:32][CH:27]([OH:26])[CH2:28][CH2:29]5)=[CH:21][CH:22]=4)=[CH:16]\3)/[C:7](=[O:11])[NH:8]2)=[CH:4][CH:3]=1.